Dataset: Forward reaction prediction with 1.9M reactions from USPTO patents (1976-2016). Task: Predict the product of the given reaction. (1) The product is: [C:2]([C:7]1[O:11][C:10]([CH2:12][N:13]2[CH:17]=[C:16]([NH:18][C:27](=[O:28])/[CH:26]=[CH:25]/[C:20]3[CH:21]=[CH:22][CH:23]=[CH:24][C:19]=3[CH3:30])[CH:15]=[N:14]2)=[CH:9][CH:8]=1)(=[O:6])[CH3:1]. Given the reactants [CH3:1][C:2]1([C:7]2[O:11][C:10]([CH2:12][N:13]3[CH:17]=[C:16]([NH2:18])[CH:15]=[N:14]3)=[CH:9][CH:8]=2)[O:6]CCO1.[C:19]1([CH3:30])[CH:24]=[CH:23][CH:22]=[CH:21][C:20]=1/[CH:25]=[CH:26]/[C:27](O)=[O:28], predict the reaction product. (2) Given the reactants [C:1]([NH:4][C:5]1[CH:10]=[C:9]([Cl:11])[C:8]([CH3:12])=[CH:7][C:6]=1/[CH:13]=[CH:14]/[C:15]([OH:17])=O)(=[O:3])[CH3:2].[F:18][C:19]1[CH:34]=[CH:33][C:22]([CH2:23][N:24]2[CH:29]3[CH2:30][NH:31][CH2:32][CH:25]2[CH2:26][O:27][CH2:28]3)=[CH:21][CH:20]=1, predict the reaction product. The product is: [Cl:11][C:9]1[C:8]([CH3:12])=[CH:7][C:6](/[CH:13]=[CH:14]/[C:15]([N:31]2[CH2:30][CH:29]3[N:24]([CH2:23][C:22]4[CH:33]=[CH:34][C:19]([F:18])=[CH:20][CH:21]=4)[CH:25]([CH2:26][O:27][CH2:28]3)[CH2:32]2)=[O:17])=[C:5]([NH:4][C:1](=[O:3])[CH3:2])[CH:10]=1. (3) Given the reactants [CH3:1][O:2][C:3]([N:5]1[C@@H:13]2[C@@H:8]([C@@:9]([OH:23])([C:14]#[C:15][C:16]3[CH:17]=[C:18]([CH3:22])[CH:19]=[CH:20][CH:21]=3)[CH2:10][CH2:11][CH2:12]2)[CH2:7][CH2:6]1)=[O:4].[CH3:24][N:25]([CH3:32])[CH2:26][CH2:27][CH2:28][C:29](O)=[O:30], predict the reaction product. The product is: [CH3:1][O:2][C:3]([N:5]1[C@H:13]2[C@H:8]([C@:9]([O:23][C:29](=[O:30])[CH2:28][CH2:27][CH2:26][N:25]([CH3:32])[CH3:24])([C:14]#[C:15][C:16]3[CH:17]=[C:18]([CH3:22])[CH:19]=[CH:20][CH:21]=3)[CH2:10][CH2:11][CH2:12]2)[CH2:7][CH2:6]1)=[O:4]. (4) Given the reactants [NH2:1][CH2:2][CH2:3][CH2:4][C:5]1[CH:6]=[C:7]([CH:18]=[CH:19][CH:20]=1)[CH2:8][CH2:9][C:10]([OH:17])([CH2:14][CH2:15][CH3:16])[CH2:11][CH2:12][CH3:13].N1([CH:26]([NH:31][C:32](=[O:38])[O:33][C:34]([CH3:37])([CH3:36])[CH3:35])[NH:27][C:28](=[O:30])[O-:29])C=CC=N1, predict the reaction product. The product is: [C:34]([O:33][C:32](=[O:38])[N:31]=[C:26]([NH:27][C:28]([O:29][C:5]([CH3:6])([CH3:20])[CH3:4])=[O:30])[NH:1][CH2:2][CH2:3][CH2:4][C:5]1[CH:20]=[CH:19][CH:18]=[C:7]([CH2:8][CH2:9][C:10]([OH:17])([CH2:11][CH2:12][CH3:13])[CH2:14][CH2:15][CH3:16])[CH:6]=1)([CH3:35])([CH3:36])[CH3:37].